Dataset: Full USPTO retrosynthesis dataset with 1.9M reactions from patents (1976-2016). Task: Predict the reactants needed to synthesize the given product. (1) The reactants are: C([O:8][C:9]1[CH:10]=[C:11]([CH:17]2[CH2:21][N:20]([C:22]3[CH:23]=[C:24]([CH:28]=[CH:29][CH:30]=3)[C:25]([NH2:27])=[O:26])[C:19](=[O:31])[CH2:18]2)[CH:12]=[CH:13][C:14]=1[O:15][CH3:16])C1C=CC=CC=1. Given the product [OH:8][C:9]1[CH:10]=[C:11]([CH:17]2[CH2:21][N:20]([C:22]3[CH:23]=[C:24]([CH:28]=[CH:29][CH:30]=3)[C:25]([NH2:27])=[O:26])[C:19](=[O:31])[CH2:18]2)[CH:12]=[CH:13][C:14]=1[O:15][CH3:16], predict the reactants needed to synthesize it. (2) Given the product [F:1][C:2]1[CH:3]=[C:4]([NH:45][S:46]([CH3:49])(=[O:48])=[O:47])[CH:5]=[C:6]([C:8]2[C:16]3[C:15]([NH:17][C@H:18]([C:20]4[N:25]([C:26]5[CH:31]=[CH:30][CH:29]=[CH:28][CH:27]=5)[C:24](=[O:32])[C:23]5=[C:33]([CH3:36])[CH:34]=[CH:35][N:22]5[N:21]=4)[CH3:19])=[N:14][CH:13]=[N:12][C:11]=3[NH:10][CH:9]=2)[CH:7]=1, predict the reactants needed to synthesize it. The reactants are: [F:1][C:2]1[CH:3]=[C:4]([NH:45][S:46]([CH3:49])(=[O:48])=[O:47])[CH:5]=[C:6]([C:8]2[C:16]3[C:15]([NH:17][C@H:18]([C:20]4[N:25]([C:26]5[CH:31]=[CH:30][CH:29]=[CH:28][CH:27]=5)[C:24](=[O:32])[C:23]5=[C:33]([CH3:36])[CH:34]=[CH:35][N:22]5[N:21]=4)[CH3:19])=[N:14][CH:13]=[N:12][C:11]=3[N:10](COCC[Si](C)(C)C)[CH:9]=2)[CH:7]=1.FC(F)(F)C(O)=O.N. (3) Given the product [N:1]1([CH:12]([NH:27][C:25](=[O:26])[CH2:24][CH2:23][CH2:22][C:16]2[CH:21]=[CH:20][CH:19]=[CH:18][CH:17]=2)[C:11]([CH3:15])([CH3:14])[CH3:10])[C:5]2[CH:6]=[CH:7][CH:8]=[CH:9][C:4]=2[N:3]=[N:2]1, predict the reactants needed to synthesize it. The reactants are: [NH:1]1[C:5]2[CH:6]=[CH:7][CH:8]=[CH:9][C:4]=2[N:3]=[N:2]1.[CH3:10][C:11]([CH3:15])([CH3:14])[CH:12]=O.[C:16]1([CH2:22][CH2:23][CH2:24][C:25]([NH2:27])=[O:26])[CH:21]=[CH:20][CH:19]=[CH:18][CH:17]=1. (4) The reactants are: [Cl:1][C:2]1[C:3]([O:12][C:13]2[CH:18]=[C:17]([O:19][CH2:20][CH2:21][O:22][CH3:23])[CH:16]=[CH:15][C:14]=2[CH2:24][CH2:25][CH2:26][NH2:27])=[N:4][CH:5]=[C:6]([C:8]([F:11])([F:10])[F:9])[CH:7]=1.N1C=CC=CC=1.[CH3:34][CH:35]([S:37](Cl)(=[O:39])=[O:38])[CH3:36].Cl. Given the product [Cl:1][C:2]1[C:3]([O:12][C:13]2[CH:18]=[C:17]([O:19][CH2:20][CH2:21][O:22][CH3:23])[CH:16]=[CH:15][C:14]=2[CH2:24][CH2:25][CH2:26][NH:27][S:37]([CH:35]([CH3:36])[CH3:34])(=[O:39])=[O:38])=[N:4][CH:5]=[C:6]([C:8]([F:9])([F:11])[F:10])[CH:7]=1, predict the reactants needed to synthesize it. (5) The reactants are: Cl.[NH2:2][CH2:3][C:4]([O:6][CH2:7][CH3:8])=[O:5].CCN(CC)CC.[CH3:16][O:17][C:18]1[CH:19]=[C:20]([CH:23]=[CH:24][C:25]=1[O:26][CH3:27])[CH:21]=O.[BH4-].[Na+]. Given the product [CH3:16][O:17][C:18]1[CH:19]=[C:20]([CH:23]=[CH:24][C:25]=1[O:26][CH3:27])[CH2:21][NH:2][CH2:3][C:4]([O:6][CH2:7][CH3:8])=[O:5], predict the reactants needed to synthesize it. (6) Given the product [I:8][C:9]1[C:17]2[C:12](=[N:13][CH:14]=[C:15]([NH:18][C:5](=[O:7])[CH3:6])[CH:16]=2)[N:11]([CH3:19])[N:10]=1, predict the reactants needed to synthesize it. The reactants are: C(O[C:5](=[O:7])[CH3:6])(=O)C.[I:8][C:9]1[C:17]2[C:12](=[N:13][CH:14]=[C:15]([NH2:18])[CH:16]=2)[N:11]([CH3:19])[N:10]=1.N1C=CC=CC=1. (7) Given the product [CH2:18]([NH:17][C:15]([C:10]1[N:6]2[C:7](=[O:9])[CH:8]=[C:3]([CH2:2][C:22]3[CH:23]=[CH:24][CH:25]=[C:26]([C:27]([F:30])([F:29])[F:28])[C:21]=3[F:20])[N:4]=[C:5]2[S:12][C:11]=1[O:13][CH3:14])=[O:16])[CH3:19], predict the reactants needed to synthesize it. The reactants are: Cl[CH2:2][C:3]1[N:4]=[C:5]2[S:12][C:11]([O:13][CH3:14])=[C:10]([C:15]([NH:17][CH2:18][CH3:19])=[O:16])[N:6]2[C:7](=[O:9])[CH:8]=1.[F:20][C:21]1[C:26]([C:27]([F:30])([F:29])[F:28])=[CH:25][CH:24]=[CH:23][C:22]=1B(O)O.C1(P(C2CCCCC2)C2CCCCC2)CCCCC1.P([O-])([O-])([O-])=O.[K+].[K+].[K+].C(=O)([O-])O.[Na+].